Dataset: Reaction yield outcomes from USPTO patents with 853,638 reactions. Task: Predict the reaction yield, written as a fraction of the theoretical maximum amount of product (1.0 means a 100% yield; for example, 0.34 means a 34% yield). The reactants are [H-].[Na+].[OH:3][C:4]1[CH:5]=[C:6]2[C:10](=[CH:11][CH:12]=1)[C:9](=[O:13])[NH:8][C:7]2=[O:14].F[C:16]1[CH:21]=[CH:20][C:19]([N+:22]([O-:24])=[O:23])=[CH:18][CH:17]=1. The catalyst is CN(C=O)C.O. The product is [N+:22]([C:19]1[CH:20]=[CH:21][C:16]([O:3][C:4]2[CH:5]=[C:6]3[C:10](=[CH:11][CH:12]=2)[C:9](=[O:13])[NH:8][C:7]3=[O:14])=[CH:17][CH:18]=1)([O-:24])=[O:23]. The yield is 0.620.